The task is: Binary Classification. Given a miRNA mature sequence and a target amino acid sequence, predict their likelihood of interaction.. This data is from Experimentally validated miRNA-target interactions with 360,000+ pairs, plus equal number of negative samples. The miRNA is mmu-miR-384-3p with sequence AUUCCUAGAAAUUGUUCACAAU. The protein sequence of the target gene is MDYNRMSSFLEYPLCNRGPSAYSAPTSFPPCSAPAVDSYAGESRYGGGLPSSALQQNSGYPVQQPPSSLGVSFPSPAPSGYAPAACNPSYGPSQYYSVGQSEGDGSYFHPSSYGAQLGGLPDSYGAGGVGSGPYPPPQPPYGTEQTATFASAYDLLSEDKESPCSSEPSTLTPRTFDWMKVKRNPPKTAKVSELGLGAPGGLRTNFTTRQLTELEKEFHFNKYLSRARRVEIAATLELNETQVKIWFQNRRMKQKKREREGGRMPAGPPGCPKEAAGDASDQSACTSPEASPSSITS. Result: 0 (no interaction).